From a dataset of Full USPTO retrosynthesis dataset with 1.9M reactions from patents (1976-2016). Predict the reactants needed to synthesize the given product. (1) Given the product [N:28]1([CH2:2][C:3]2[CH:4]=[C:5]3[C:9](=[C:10]([N+:12]([O-:14])=[O:13])[CH:11]=2)[NH:8][C:7]([C:15]2[S:16][CH2:17][C@@H:18]([CH2:20][O:21][C:22](=[O:27])[C:23]([CH3:26])([CH3:25])[CH3:24])[N:19]=2)=[CH:6]3)[CH2:33][CH2:32][O:31][CH2:30][CH2:29]1, predict the reactants needed to synthesize it. The reactants are: Cl[CH2:2][C:3]1[CH:4]=[C:5]2[C:9](=[C:10]([N+:12]([O-:14])=[O:13])[CH:11]=1)[NH:8][C:7]([C:15]1[S:16][CH2:17][C@@H:18]([CH2:20][O:21][C:22](=[O:27])[C:23]([CH3:26])([CH3:25])[CH3:24])[N:19]=1)=[CH:6]2.[NH:28]1[CH2:33][CH2:32][O:31][CH2:30][CH2:29]1.CN(C=O)C. (2) The reactants are: [CH2:1]([O:11][CH2:12][CH2:13][CH2:14][C:15]([C:17]1[CH:22]=[CH:21][C:20](OC)=[CH:19][CH:18]=1)=[O:16])[CH2:2][CH2:3][CH2:4][CH2:5][CH2:6][CH2:7][CH2:8][CH2:9][CH3:10].[O:25](CC(OCCCCC(=O)C1C=CC=CC=1)=O)[C:26]1C=CC=C[CH:27]=1.[C:48](OC(C)(CCCC(=O)C1C=CC=CC=1)CCC=C(C)C)(=O)C. Given the product [CH2:1]([O:11][CH2:12][CH2:13][CH2:14][C:15]1([C:17]2[CH:18]=[CH:19][C:20]([CH3:48])=[CH:21][CH:22]=2)[O:16][CH2:27][CH2:26][O:25]1)[CH2:2][CH2:3][CH2:4][CH2:5][CH2:6][CH2:7][CH2:8][CH2:9][CH3:10], predict the reactants needed to synthesize it. (3) Given the product [CH3:16][O:15][N:14]=[C:4]([CH2:3][OH:2])[CH2:5][C:6]1[CH:11]=[CH:10][C:9]([Cl:12])=[CH:8][C:7]=1[Cl:13], predict the reactants needed to synthesize it. The reactants are: C[O:2][C:3](=O)[C:4](=[N:14][O:15][CH3:16])[CH2:5][C:6]1[CH:11]=[CH:10][C:9]([Cl:12])=[CH:8][C:7]=1[Cl:13].[BH4-].[Na+]. (4) Given the product [Si:26]([C:18]1[C:17]([F:21])=[CH:16][N:15]=[C:14]([F:13])[C:19]=1[F:20])([C:22]([CH3:25])([CH3:24])[CH3:23])([CH3:28])[CH3:27], predict the reactants needed to synthesize it. The reactants are: C(NC(C)C)(C)C.[Li]CCCC.[F:13][C:14]1[C:19]([F:20])=[CH:18][C:17]([F:21])=[CH:16][N:15]=1.[C:22]([Si:26](Cl)([CH3:28])[CH3:27])([CH3:25])([CH3:24])[CH3:23].[Cl-].[NH4+]. (5) Given the product [ClH:70].[C:1]([C:3]1[CH:4]=[C:5]([C:13]2[O:17][N:16]=[C:15]([C:18]3[C:19]([CH3:32])=[C:20]4[C:25](=[CH:26][CH:27]=3)[CH2:24][N:23]([CH2:28][C:29]([NH:69][CH2:68][CH2:66][OH:67])=[O:31])[CH2:22][CH2:21]4)[N:14]=2)[CH:6]=[CH:7][C:8]=1[O:9][CH:10]([CH3:11])[CH3:12])#[N:2], predict the reactants needed to synthesize it. The reactants are: [C:1]([C:3]1[CH:4]=[C:5]([C:13]2[O:17][N:16]=[C:15]([C:18]3[C:19]([CH3:32])=[C:20]4[C:25](=[CH:26][CH:27]=3)[CH2:24][N:23]([CH2:28][C:29]([OH:31])=O)[CH2:22][CH2:21]4)[N:14]=2)[CH:6]=[CH:7][C:8]=1[O:9][CH:10]([CH3:12])[CH3:11])#[N:2].CCN(C(C)C)C(C)C.CN(C(ON1N=NC2C=CC=NC1=2)=[N+](C)C)C.F[P-](F)(F)(F)(F)F.[CH2:66]([CH2:68][NH2:69])[OH:67].[ClH:70].